Task: Predict the product of the given reaction.. Dataset: Forward reaction prediction with 1.9M reactions from USPTO patents (1976-2016) (1) Given the reactants [CH3:1][C:2]1[N:3]=[C:4]([CH2:28][O:29]C(C2C=CC=CC=2)(C2C=CC=CC=2)C2C=CC=CC=2)[O:5][C:6]=1[CH2:7][NH:8][C:9]([C:11]1[CH:15]=[C:14]([NH:16][C:17](=[O:27])[C:18]2[CH:23]=[C:22]([F:24])[C:21]([F:25])=[CH:20][C:19]=2[Cl:26])[NH:13][N:12]=1)=[O:10].Cl.C(OCC)(=O)C.CO, predict the reaction product. The product is: [ClH:26].[OH:29][CH2:28][C:4]1[O:5][C:6]([CH2:7][NH:8][C:9]([C:11]2[CH:15]=[C:14]([NH:16][C:17](=[O:27])[C:18]3[CH:23]=[C:22]([F:24])[C:21]([F:25])=[CH:20][C:19]=3[Cl:26])[NH:13][N:12]=2)=[O:10])=[C:2]([CH3:1])[N:3]=1. (2) Given the reactants [H-].[Al+3].[Li+].[H-].[H-].[H-].[CH2:7]([N:10]([CH2:14][C:15]1[CH:20]=[CH:19][C:18]([C:21]2[N:22]([CH3:32])[C:23]3[CH:29]=[C:28]([C:30]#[N:31])[CH:27]=[CH:26][C:24]=3[N:25]=2)=[CH:17][CH:16]=1)[CH2:11][CH2:12][CH3:13])[CH2:8][CH3:9].O.O.O.O.O.O.O.O.O.O.S([O-])([O-])(=O)=O.[Na+].[Na+], predict the reaction product. The product is: [NH2:31][CH2:30][C:28]1[CH:27]=[CH:26][C:24]2[N:25]=[C:21]([C:18]3[CH:19]=[CH:20][C:15]([CH2:14][N:10]([CH2:7][CH2:8][CH3:9])[CH2:11][CH2:12][CH3:13])=[CH:16][CH:17]=3)[N:22]([CH3:32])[C:23]=2[CH:29]=1.